This data is from TCR-epitope binding with 47,182 pairs between 192 epitopes and 23,139 TCRs. The task is: Binary Classification. Given a T-cell receptor sequence (or CDR3 region) and an epitope sequence, predict whether binding occurs between them. The epitope is IVDTVSALV. The TCR CDR3 sequence is CASSPTAGQETQYF. Result: 0 (the TCR does not bind to the epitope).